Dataset: NCI-60 drug combinations with 297,098 pairs across 59 cell lines. Task: Regression. Given two drug SMILES strings and cell line genomic features, predict the synergy score measuring deviation from expected non-interaction effect. (1) Drug 1: CC(CN1CC(=O)NC(=O)C1)N2CC(=O)NC(=O)C2. Drug 2: CC=C1C(=O)NC(C(=O)OC2CC(=O)NC(C(=O)NC(CSSCCC=C2)C(=O)N1)C(C)C)C(C)C. Cell line: COLO 205. Synergy scores: CSS=70.0, Synergy_ZIP=-1.42, Synergy_Bliss=-1.83, Synergy_Loewe=-2.41, Synergy_HSA=-1.22. (2) Drug 1: COC1=C(C=C2C(=C1)N=CN=C2NC3=CC(=C(C=C3)F)Cl)OCCCN4CCOCC4. Drug 2: CC1C(C(CC(O1)OC2CC(CC3=C2C(=C4C(=C3O)C(=O)C5=CC=CC=C5C4=O)O)(C(=O)C)O)N)O. Cell line: NCI-H522. Synergy scores: CSS=42.3, Synergy_ZIP=-4.43, Synergy_Bliss=-1.13, Synergy_Loewe=-13.4, Synergy_HSA=0.707. (3) Drug 1: CC1C(C(CC(O1)OC2CC(CC3=C2C(=C4C(=C3O)C(=O)C5=C(C4=O)C(=CC=C5)OC)O)(C(=O)C)O)N)O.Cl. Drug 2: CC(C)CN1C=NC2=C1C3=CC=CC=C3N=C2N. Cell line: UACC62. Synergy scores: CSS=22.1, Synergy_ZIP=0.372, Synergy_Bliss=4.51, Synergy_Loewe=-9.31, Synergy_HSA=2.47. (4) Drug 1: CS(=O)(=O)CCNCC1=CC=C(O1)C2=CC3=C(C=C2)N=CN=C3NC4=CC(=C(C=C4)OCC5=CC(=CC=C5)F)Cl. Drug 2: CC1C(C(CC(O1)OC2CC(OC(C2O)C)OC3=CC4=CC5=C(C(=O)C(C(C5)C(C(=O)C(C(C)O)O)OC)OC6CC(C(C(O6)C)O)OC7CC(C(C(O7)C)O)OC8CC(C(C(O8)C)O)(C)O)C(=C4C(=C3C)O)O)O)O. Cell line: CAKI-1. Synergy scores: CSS=56.1, Synergy_ZIP=-7.66, Synergy_Bliss=-7.56, Synergy_Loewe=-26.4, Synergy_HSA=-3.00.